From a dataset of Forward reaction prediction with 1.9M reactions from USPTO patents (1976-2016). Predict the product of the given reaction. Given the reactants N([O-])=O.[Na+].N[C:6]1[CH:7]=[C:8]2[CH2:23][C@@:13]3([C:21]4[C:16](=[N:17][CH:18]=[CH:19][CH:20]=4)[NH:15][C:14]3=[O:22])[CH2:12][C:9]2=[N:10][CH:11]=1.C1(C)C=CC(S(O)(=O)=O)=CC=1.[I-:35].[K+].[OH-].[Na+].II.S([O-])([O-])(=O)=S.[Na+].[Na+], predict the reaction product. The product is: [I:35][C:6]1[CH:7]=[C:8]2[CH2:23][C@@:13]3([C:21]4[C:16](=[N:17][CH:18]=[CH:19][CH:20]=4)[NH:15][C:14]3=[O:22])[CH2:12][C:9]2=[N:10][CH:11]=1.